Dataset: Reaction yield outcomes from USPTO patents with 853,638 reactions. Task: Predict the reaction yield, written as a fraction of the theoretical maximum amount of product (1.0 means a 100% yield; for example, 0.34 means a 34% yield). (1) The reactants are C(OC([N:8]1[CH:13]2[CH2:14][CH2:15][CH:9]1[CH2:10][NH:11][CH2:12]2)=O)(C)(C)C.C[Si]([N:20]=[C:21]=[O:22])(C)C.C(Cl)[Cl:24]. No catalyst specified. The product is [ClH:24].[CH:9]12[NH:8][CH:13]([CH2:14][CH2:15]1)[CH2:12][N:11]([C:21]([NH2:20])=[O:22])[CH2:10]2. The yield is 0.990. (2) The reactants are CC(OC([NH:8][S:9]([N:12]1[CH2:17][CH2:16][N:15]([C:18]2[CH:19]=[C:20]([CH2:24][N:25]3[C:33]4[C:28](=[CH:29][CH:30]=[CH:31][CH:32]=4)[C:27]([C:34]4[CH:39]=[CH:38][C:37]([C:40]([CH3:43])([CH3:42])[CH3:41])=[CH:36][CH:35]=4)=[C:26]3[C:44]([O:46]CC3C=CC=CC=3)=[O:45])[CH:21]=[CH:22][CH:23]=2)[CH2:14][CH2:13]1)(=[O:11])=[O:10])=O)(C)C. The catalyst is C(Cl)Cl.C(O)(C(F)(F)F)=O. The product is [NH2:8][S:9]([N:12]1[CH2:17][CH2:16][N:15]([C:18]2[CH:19]=[C:20]([CH2:24][N:25]3[C:33]4[C:28](=[CH:29][CH:30]=[CH:31][CH:32]=4)[C:27]([C:34]4[CH:35]=[CH:36][C:37]([C:40]([CH3:42])([CH3:43])[CH3:41])=[CH:38][CH:39]=4)=[C:26]3[C:44]([OH:46])=[O:45])[CH:21]=[CH:22][CH:23]=2)[CH2:14][CH2:13]1)(=[O:11])=[O:10]. The yield is 0.260. (3) The reactants are Cl.[F:2][C:3]1[CH:8]=[CH:7][C:6]([C:9]2[N:10]=[C:11]([CH:14]3[CH2:19][CH2:18][NH:17][CH2:16][CH2:15]3)[NH:12][CH:13]=2)=[CH:5][C:4]=1[C:20]([F:23])([F:22])[F:21].C(N(C(C)C)C(C)C)C.[CH2:33]([O:40][C:41](ON1C(=O)CCC1=O)=[O:42])[C:34]1[CH:39]=[CH:38][CH:37]=[CH:36][CH:35]=1. The catalyst is C(Cl)Cl. The product is [F:2][C:3]1[CH:8]=[CH:7][C:6]([C:9]2[N:10]=[C:11]([CH:14]3[CH2:19][CH2:18][N:17]([C:41]([O:40][CH2:33][C:34]4[CH:39]=[CH:38][CH:37]=[CH:36][CH:35]=4)=[O:42])[CH2:16][CH2:15]3)[NH:12][CH:13]=2)=[CH:5][C:4]=1[C:20]([F:21])([F:22])[F:23]. The yield is 0.749. (4) The reactants are [CH3:1][S:2]([O-:4])=[O:3].[Na+].[CH3:6][O:7][C:8](=[O:28])[C:9]1[CH:14]=[C:13]([O:15][CH2:16][O:17][CH3:18])[CH:12]=[C:11]([O:19][C:20]2[CH:25]=[CH:24][C:23](Br)=[C:22]([F:27])[CH:21]=2)[CH:10]=1.O.[Cl-].[Na+].O.N.C(OC(=O)C)C. The catalyst is CS(C)=O.[Cu](I)I. The product is [CH3:6][O:7][C:8](=[O:28])[C:9]1[CH:14]=[C:13]([O:15][CH2:16][O:17][CH3:18])[CH:12]=[C:11]([O:19][C:20]2[CH:25]=[CH:24][C:23]([S:2]([CH3:1])(=[O:4])=[O:3])=[C:22]([F:27])[CH:21]=2)[CH:10]=1. The yield is 0.480. (5) The reactants are IC1C2C(=NC=NC=2N)N(C(C)C)N=1.[CH:15]1([N:20]2[C:24]3=[N:25][CH:26]=[N:27][C:28]([NH2:29])=[C:23]3[C:22](I)=[N:21]2)[CH2:19][CH2:18][CH2:17][CH2:16]1.CC1(C)C(C)(C)OB([C:39]2[CH:51]=[CH:50][C:42]3[N:43]=[C:44]([NH:46][C:47](=[O:49])[CH3:48])[S:45][C:41]=3[CH:40]=2)O1.C1(P(C2C=CC=CC=2)C2C=CC=CC=2)C=CC=CC=1.C([O-])([O-])=O.[Na+].[Na+]. The catalyst is CN(C=O)C.CCO.O.CC([O-])=O.CC([O-])=O.[Pd+2]. The product is [NH2:29][C:28]1[N:27]=[CH:26][N:25]=[C:24]2[N:20]([CH:15]3[CH2:19][CH2:18][CH2:17][CH2:16]3)[N:21]=[C:22]([C:39]3[CH:51]=[CH:50][C:42]4[N:43]=[C:44]([NH:46][C:47](=[O:49])[CH3:48])[S:45][C:41]=4[CH:40]=3)[C:23]=12. The yield is 0.359. (6) The reactants are [Cu][C:2]#[N:3].[C:4]([O:8][C:9]([N:11]1[CH2:15][CH2:14][C:13]([C:23]([C:25]2[CH:26]=[C:27]3[C:31](=[CH:32][CH:33]=2)[N:30]([S:34]([C:37]2[CH:42]=[CH:41][CH:40]=[CH:39][CH:38]=2)(=[O:36])=[O:35])[CH:29]=[C:28]3I)=[O:24])([CH2:16][C:17]2[CH:22]=[CH:21][CH:20]=[CH:19][CH:18]=2)[CH2:12]1)=[O:10])([CH3:7])([CH3:6])[CH3:5]. The catalyst is C1(P(C2C=CC=CC=2)[C-]2C=CC=C2)C=CC=CC=1.[C-]1(P(C2C=CC=CC=2)C2C=CC=CC=2)C=CC=C1.[Fe+2].[Pd].[Pd].C(=CC(C=CC1C=CC=CC=1)=O)C1C=CC=CC=1.C(=CC(C=CC1C=CC=CC=1)=O)C1C=CC=CC=1.C(=CC(C=CC1C=CC=CC=1)=O)C1C=CC=CC=1.O1CCOCC1. The product is [C:4]([O:8][C:9]([N:11]1[CH2:15][CH2:14][C:13]([C:23]([C:25]2[CH:26]=[C:27]3[C:31](=[CH:32][CH:33]=2)[N:30]([S:34]([C:37]2[CH:38]=[CH:39][CH:40]=[CH:41][CH:42]=2)(=[O:36])=[O:35])[CH:29]=[C:28]3[C:2]#[N:3])=[O:24])([CH2:16][C:17]2[CH:18]=[CH:19][CH:20]=[CH:21][CH:22]=2)[CH2:12]1)=[O:10])([CH3:7])([CH3:5])[CH3:6]. The yield is 0.950. (7) The catalyst is CN(C=O)C. The reactants are [CH3:1][C:2]1([CH3:17])[C:13]2[C:14]3[N:5]([C:6](=[O:16])[C:7](=[O:15])[NH:8][C:9]=3[CH:10]=[CH:11][CH:12]=2)[CH2:4][CH2:3]1.C(=O)([O-])[O-].[Cs+].[Cs+].[CH2:24](Br)[C:25]#[CH:26].O. The product is [CH3:1][C:2]1([CH3:17])[C:13]2[C:14]3[N:5]([C:6](=[O:16])[C:7](=[O:15])[N:8]([CH2:26][C:25]#[CH:24])[C:9]=3[CH:10]=[CH:11][CH:12]=2)[CH2:4][CH2:3]1. The yield is 0.820.